Dataset: Orexin1 receptor HTS with 218,158 compounds and 233 confirmed actives. Task: Binary Classification. Given a drug SMILES string, predict its activity (active/inactive) in a high-throughput screening assay against a specified biological target. The result is 0 (inactive). The compound is S(=O)(=O)(N1CCOCC1)c1cc2N(CC(=O)NCCCN(CCCC)C)C(=O)CSc2cc1.